The task is: Predict the reactants needed to synthesize the given product.. This data is from Retrosynthesis with 50K atom-mapped reactions and 10 reaction types from USPTO. (1) The reactants are: CC(C)(C)OC(=O)N1CCc2c(C#N)c(N3CCN[C@H](C4CC4)C3)nc(C3CC3)c2C1.O=C(Cl)C1CC1. Given the product CC(C)(C)OC(=O)N1CCc2c(C#N)c(N3CCN(C(=O)C4CC4)[C@H](C4CC4)C3)nc(C3CC3)c2C1, predict the reactants needed to synthesize it. (2) The reactants are: CN(C)C=O.COc1ccc2ncc(Cl)c(Br)c2c1. Given the product COc1ccc2ncc(Cl)c(C=O)c2c1, predict the reactants needed to synthesize it.